Dataset: Reaction yield outcomes from USPTO patents with 853,638 reactions. Task: Predict the reaction yield, written as a fraction of the theoretical maximum amount of product (1.0 means a 100% yield; for example, 0.34 means a 34% yield). (1) The reactants are [C:1]([N:8]1[CH:12]=[CH:11]N=C1)(N1C=CN=C1)=[S:2].[Cl:13][C:14]1[CH:15]=C(C=[C:19]([Cl:32])[C:20]=1[S:21][C:22]1[CH:27]=[CH:26][CH:25]=[CH:24][C:23]=1[C:28]([F:31])([F:30])[F:29])N. The catalyst is ClCCl. The product is [Cl:32][C:19]1[CH:11]=[C:12]([N:8]=[C:1]=[S:2])[CH:15]=[C:14]([Cl:13])[C:20]=1[S:21][C:22]1[CH:27]=[CH:26][CH:25]=[CH:24][C:23]=1[C:28]([F:29])([F:30])[F:31]. The yield is 0.600. (2) The reactants are [NH2:1][CH2:2][CH:3]1[O:7][C:6](=[O:8])[N:5]([C:9]2[CH:14]=[CH:13][C:12]([C:15]3[N:16]=[C:17]([CH2:20][N:21]4[CH:25]=[CH:24][CH:23]=[N:22]4)[S:18][CH:19]=3)=[C:11]([F:26])[CH:10]=2)[CH2:4]1.C(N(CC)CC)C.Cl[C:35]([O:37][CH3:38])=[O:36]. The catalyst is ClCCl. The product is [F:26][C:11]1[CH:10]=[C:9]([N:5]2[CH2:4][CH:3]([CH2:2][NH:1][C:35](=[O:36])[O:37][CH3:38])[O:7][C:6]2=[O:8])[CH:14]=[CH:13][C:12]=1[C:15]1[N:16]=[C:17]([CH2:20][N:21]2[CH:25]=[CH:24][CH:23]=[N:22]2)[S:18][CH:19]=1. The yield is 0.610. (3) The reactants are [CH2:1]([C:4]1([S:7]([NH:10][C:11]2[C:19]([NH:20][C:21]3[CH:26]=[CH:25][C:24]([I:27])=[CH:23][C:22]=3[F:28])=[C:18]([F:29])[C:14]3[N:15]=[CH:16][O:17][C:13]=3[CH:12]=2)(=[O:9])=[O:8])[CH2:6][CH2:5]1)[CH:2]=[CH2:3].C[N+]1([O-])CC[O:34]CC1.[OH2:38]. The catalyst is C1COCC1.[Os](=O)(=O)(=O)=O. The product is [OH:38][CH:2]([CH2:3][OH:34])[CH2:1][C:4]1([S:7]([NH:10][C:11]2[C:19]([NH:20][C:21]3[CH:26]=[CH:25][C:24]([I:27])=[CH:23][C:22]=3[F:28])=[C:18]([F:29])[C:14]3[N:15]=[CH:16][O:17][C:13]=3[CH:12]=2)(=[O:9])=[O:8])[CH2:6][CH2:5]1. The yield is 0.282. (4) The reactants are C([NH:4][C:5]1[N:6]=[C:7]([N:25]2[CH2:31][CH2:30][CH2:29][NH:28][CH2:27][CH:26]2[C:32](=[O:41])[NH:33][C:34]2[CH:39]=[CH:38][CH:37]=[C:36]([CH3:40])[CH:35]=2)[C:8]2[N:14]=[C:13]([C:15]3[CH:20]=[CH:19][C:18]([O:21][CH3:22])=[C:17]([O:23][CH3:24])[CH:16]=3)[CH:12]=[CH:11][C:9]=2[N:10]=1)(=O)C.C(=O)([O-])[O-].[K+].[K+]. The catalyst is CO.O. The product is [NH2:4][C:5]1[N:6]=[C:7]([N:25]2[CH2:31][CH2:30][CH2:29][NH:28][CH2:27][CH:26]2[C:32](=[O:41])[NH:33][C:34]2[CH:39]=[CH:38][CH:37]=[C:36]([CH3:40])[CH:35]=2)[C:8]2[N:14]=[C:13]([C:15]3[CH:20]=[CH:19][C:18]([O:21][CH3:22])=[C:17]([O:23][CH3:24])[CH:16]=3)[CH:12]=[CH:11][C:9]=2[N:10]=1. The yield is 0.930. (5) The reactants are [C:1]([C@@:3]1([OH:19])[C@H:7]([OH:8])[C@@H:6]([CH2:9][OH:10])[O:5][C@H:4]1[N:11]1[CH:16]=[CH:15][C:14](=[O:17])[NH:13][C:12]1=[O:18])#[CH:2].C([Mg]Cl)(C)(C)C.[Cl:26][C:27]1[CH:58]=[CH:57][C:30]([O:31][P:32]([NH:46][C@@H:47]([CH3:56])[C:48]([O:50][CH:51]([CH2:54][CH3:55])[CH2:52][CH3:53])=[O:49])(OC2C(F)=C(F)C(F)=C(F)C=2F)=[O:33])=[CH:29][CH:28]=1. The catalyst is C1COCC1. The product is [Cl:26][C:27]1[CH:28]=[CH:29][C:30]([O:31][P:32]([NH:46][C@@H:47]([CH3:56])[C:48]([O:50][CH:51]([CH2:52][CH3:53])[CH2:54][CH3:55])=[O:49])([O:10][CH2:9][C@@H:6]2[C@@H:7]([OH:8])[C@@:3]([C:1]#[CH:2])([OH:19])[C@H:4]([N:11]3[CH:16]=[CH:15][C:14](=[O:17])[NH:13][C:12]3=[O:18])[O:5]2)=[O:33])=[CH:57][CH:58]=1. The yield is 0.540. (6) The reactants are C([O:4][C@H:5]([CH3:26])[CH2:6][CH2:7][CH2:8][CH2:9][N:10]1[C:18](=[O:19])[C:17]2[N:16]3[CH2:20][CH2:21][NH:22][CH2:23][C:15]3=[N:14][C:13]=2[N:12]([CH3:24])[C:11]1=[O:25])(=O)C.Cl.C(OCC)C. The catalyst is CO. The product is [OH:4][C@H:5]([CH3:26])[CH2:6][CH2:7][CH2:8][CH2:9][N:10]1[C:18](=[O:19])[C:17]2[N:16]3[CH2:20][CH2:21][NH:22][CH2:23][C:15]3=[N:14][C:13]=2[N:12]([CH3:24])[C:11]1=[O:25]. The yield is 0.900. (7) The reactants are [F:1][C:2]1[CH:7]=[CH:6][CH:5]=[CH:4][C:3]=1[CH:8]=[CH:9][C:10]([NH:12][C@H:13]([C:25]([O:27]C)=[O:26])[CH2:14][C:15]1[C:23]2[C:18](=[CH:19][CH:20]=[CH:21][CH:22]=2)[N:17]([CH3:24])[CH:16]=1)=[O:11].[OH-].[Na+]. The catalyst is CO. The product is [F:1][C:2]1[CH:7]=[CH:6][CH:5]=[CH:4][C:3]=1[CH:8]=[CH:9][C:10]([NH:12][C@H:13]([C:25]([OH:27])=[O:26])[CH2:14][C:15]1[C:23]2[C:18](=[CH:19][CH:20]=[CH:21][CH:22]=2)[N:17]([CH3:24])[CH:16]=1)=[O:11]. The yield is 0.850. (8) The reactants are O=[C:2]([CH2:8][CH3:9])[CH2:3][C:4]([O:6][CH3:7])=[O:5].C([O-])(=O)C.[NH4+:14]. The catalyst is CO. The product is [NH2:14]/[C:2](/[CH2:8][CH3:9])=[CH:3]\[C:4]([O:6][CH3:7])=[O:5]. The yield is 0.920. (9) The product is [NH:30]1[CH2:29][CH2:28][N:27]=[C:26]1[NH:1][CH2:2][CH2:3][CH2:4][O:5][C:6]1[CH:23]=[CH:22][C:9]2[CH2:10][CH:11]([CH2:17][C:18]([O:20][CH3:21])=[O:19])[C:12](=[O:16])[N:13]([CH3:15])[CH2:14][C:8]=2[CH:7]=1. The yield is 0.510. The reactants are [NH2:1][CH2:2][CH2:3][CH2:4][O:5][C:6]1[CH:23]=[CH:22][C:9]2[CH2:10][CH:11]([CH2:17][C:18]([O:20][CH3:21])=[O:19])[C:12](=[O:16])[N:13]([CH3:15])[CH2:14][C:8]=2[CH:7]=1.CS[C:26]1[NH:27][CH2:28][CH2:29][N:30]=1.C(N(C(C)C)CC)(C)C. The catalyst is CC(N(C)C)=O.